This data is from Forward reaction prediction with 1.9M reactions from USPTO patents (1976-2016). The task is: Predict the product of the given reaction. Given the reactants [F:1][C:2]1[C:19]([CH3:20])=[CH:18][C:17]([C:21]2[CH:26]=[CH:25][CH:24]=[C:23]([F:27])[CH:22]=2)=[CH:16][C:3]=1[C:4]([NH:6][C:7]1[C:12]([F:13])=[CH:11][CH:10]=[C:9]([OH:14])[C:8]=1[CH3:15])=O, predict the reaction product. The product is: [F:13][C:12]1[CH:11]=[CH:10][C:9]([OH:14])=[C:8]([CH3:15])[C:7]=1[NH:6][CH2:4][C:3]1[CH:16]=[C:17]([C:21]2[CH:26]=[CH:25][CH:24]=[C:23]([F:27])[CH:22]=2)[CH:18]=[C:19]([CH3:20])[C:2]=1[F:1].